This data is from Full USPTO retrosynthesis dataset with 1.9M reactions from patents (1976-2016). The task is: Predict the reactants needed to synthesize the given product. (1) Given the product [CH2:14]([S:16][C:17]1[C:18]([C:20]2[CH:25]=[CH:24][CH:23]=[CH:22][CH:21]=2)=[N:1][C:11]2[C:6]([C:4]=1[C:2]([NH:1][C@H:2]([C:27]1[CH:26]=[CH:33][CH:29]=[CH:30][CH:31]=1)[CH2:4][CH3:6])=[O:3])=[CH:7][CH:8]=[CH:9][CH:10]=2)[CH3:15], predict the reactants needed to synthesize it. The reactants are: [NH:1]1[C:11]2[C:6](=[CH:7][CH:8]=[CH:9][CH:10]=2)[C:4](=O)[C:2]1=[O:3].[OH-].[Na+].[CH2:14]([S:16][CH2:17][C:18]([C:20]1[CH:25]=[CH:24][CH:23]=[CH:22][CH:21]=1)=O)[CH3:15].[CH2:26](O)[CH3:27].[CH2:29]1[CH2:33]O[CH2:31][CH2:30]1.O. (2) Given the product [CH:1]1([CH2:4][CH2:5][NH:6][C:7]([C:8]2[CH:13]=[CH:12][C:11]([C:26]3[CH2:27][CH2:28][NH:23][CH2:24][CH:25]=3)=[N:10][CH:9]=2)=[O:15])[CH2:3][CH2:2]1.[C:16]([O:20][C:21]([N:23]1[CH2:24][CH:25]=[C:26]([C:11]2[CH:12]=[CH:13][C:8]([C:7](=[O:15])[NH:6][CH2:5][CH2:4][CH:1]3[CH2:3][CH2:2]3)=[CH:9][N:10]=2)[CH2:27][CH2:28]1)=[O:22])([CH3:19])([CH3:17])[CH3:18], predict the reactants needed to synthesize it. The reactants are: [CH:1]1([CH2:4][CH2:5][NH:6][C:7](=[O:15])[C:8]2[CH:13]=[CH:12][C:11](Cl)=[N:10][CH:9]=2)[CH2:3][CH2:2]1.[C:16]([O:20][C:21]([N:23]1[CH2:28][CH:27]=[C:26](B2OC(C)(C)C(C)(C)O2)[CH2:25][CH2:24]1)=[O:22])([CH3:19])([CH3:18])[CH3:17].C(=O)([O-])[O-].[K+].[K+]. (3) Given the product [CH3:1][C:2]1([CH3:23])[CH2:3][N:4]2[C:5](=[N:6][C:7]3[C:12]([CH3:13])=[CH:11][CH:10]=[CH:9][C:8]=32)[C:14]2[CH:19]=[CH:18][CH:17]=[CH:16][C:15]=2[O:24]1, predict the reactants needed to synthesize it. The reactants are: [CH3:1][C:2]([OH:24])([CH3:23])[CH2:3][N:4]1[C:8]2[CH:9]=[CH:10][CH:11]=[C:12]([CH3:13])[C:7]=2[N:6]=[C:5]1[C:14]1[CH:19]=[CH:18][CH:17]=[CH:16][C:15]=1[N+]([O-])=O.[H-].[Na+]. (4) Given the product [F:20][C:21]1[CH:29]=[C:28]2[C:24]([C:25]([C:2]3[CH:3]=[CH:4][C:5]4[S:9](=[O:11])(=[O:10])[N:8]([CH:12]5[CH2:13][C:14](=[O:17])[NH:15][CH2:16]5)[CH:7]([CH3:18])[C:6]=4[CH:19]=3)=[CH:26][N:27]2[C:30]([O:32][C:33]([CH3:36])([CH3:35])[CH3:34])=[O:31])=[CH:23][CH:22]=1, predict the reactants needed to synthesize it. The reactants are: Br[C:2]1[CH:3]=[CH:4][C:5]2[S:9](=[O:11])(=[O:10])[N:8]([CH:12]3[CH2:16][NH:15][C:14](=[O:17])[CH2:13]3)[CH:7]([CH3:18])[C:6]=2[CH:19]=1.[F:20][C:21]1[CH:29]=[C:28]2[C:24]([C:25](B3OC(C)(C)C(C)(C)O3)=[CH:26][N:27]2[C:30]([O:32][C:33]([CH3:36])([CH3:35])[CH3:34])=[O:31])=[CH:23][CH:22]=1.[O-]P([O-])([O-])=O.[K+].[K+].[K+]. (5) Given the product [Cl:7][C:8]1[CH:16]=[CH:15][C:14]([N:17]2[CH:21]=[CH:20][CH:19]=[CH:18]2)=[CH:13][C:9]=1[C:10]([NH:12][C:1](=[O:5])[NH:36][C:34]1[S:35][C:31]2[CH:30]=[C:29]([S:26]([CH2:25][CH2:24][CH2:23][N:41]([CH2:42][CH3:43])[CH2:39][CH3:40])(=[O:28])=[O:27])[CH:38]=[CH:37][C:32]=2[N:33]=1)=[O:11], predict the reactants needed to synthesize it. The reactants are: [C:1](Cl)(=[O:5])C(Cl)=O.[Cl:7][C:8]1[CH:16]=[CH:15][C:14]([N:17]2[CH:21]=[CH:20][CH:19]=[CH:18]2)=[CH:13][C:9]=1[C:10]([NH2:12])=[O:11].I[CH2:23][CH2:24][CH2:25][S:26]([C:29]1[CH:38]=[CH:37][C:32]2[N:33]=[C:34]([NH2:36])[S:35][C:31]=2[CH:30]=1)(=[O:28])=[O:27].[CH2:39]([NH:41][CH2:42][CH3:43])[CH3:40].